This data is from TCR-epitope binding with 47,182 pairs between 192 epitopes and 23,139 TCRs. The task is: Binary Classification. Given a T-cell receptor sequence (or CDR3 region) and an epitope sequence, predict whether binding occurs between them. The epitope is HPKVSSEVHI. The TCR CDR3 sequence is CASSEAAGGFYNEQFF. Result: 0 (the TCR does not bind to the epitope).